Dataset: Peptide-MHC class II binding affinity with 134,281 pairs from IEDB. Task: Regression. Given a peptide amino acid sequence and an MHC pseudo amino acid sequence, predict their binding affinity value. This is MHC class II binding data. (1) The peptide sequence is YVENGLISRVLDGLV. The MHC is DRB1_1201 with pseudo-sequence DRB1_1201. The binding affinity (normalized) is 0.455. (2) The peptide sequence is SYVHVNGAKFIDTQN. The MHC is HLA-DQA10301-DQB10302 with pseudo-sequence HLA-DQA10301-DQB10302. The binding affinity (normalized) is 0.189. (3) The MHC is DRB1_1501 with pseudo-sequence DRB1_1501. The binding affinity (normalized) is 0. The peptide sequence is ILTVSVAVSEGKPTEKHIQI. (4) The peptide sequence is VWQHDRVEIIANDQG. The MHC is DRB3_0101 with pseudo-sequence DRB3_0101. The binding affinity (normalized) is 0.591. (5) The peptide sequence is FLGCLVKEIPPRLLY. The MHC is DRB1_1101 with pseudo-sequence DRB1_1101. The binding affinity (normalized) is 0.402. (6) The peptide sequence is NIQIRLPWYSYLYAV. The MHC is DRB1_1501 with pseudo-sequence DRB1_1501. The binding affinity (normalized) is 0.577. (7) The peptide sequence is GPPVEASAAALAGDA. The MHC is DRB5_0101 with pseudo-sequence DRB5_0101. The binding affinity (normalized) is 0. (8) The peptide sequence is TYGDKWLDAKSTWYG. The MHC is DRB1_1501 with pseudo-sequence DRB1_1501. The binding affinity (normalized) is 0.125.